From a dataset of Reaction yield outcomes from USPTO patents with 853,638 reactions. Predict the reaction yield, written as a fraction of the theoretical maximum amount of product (1.0 means a 100% yield; for example, 0.34 means a 34% yield). The reactants are C([NH:9][C:10](=[S:27])[NH:11][C:12]1[C:17]([O:18][CH2:19][C:20]([O:22][C:23]([CH3:26])([CH3:25])[CH3:24])=[O:21])=[CH:16][CH:15]=[CH:14][N:13]=1)(=O)C1C=CC=CC=1.C(=O)([O-])[O-].[K+].[K+].O. The catalyst is C(O)C. The product is [NH:11]([C:12]1[C:17]([O:18][CH2:19][C:20]([O:22][C:23]([CH3:26])([CH3:25])[CH3:24])=[O:21])=[CH:16][CH:15]=[CH:14][N:13]=1)[C:10]([NH2:9])=[S:27]. The yield is 0.170.